From a dataset of Forward reaction prediction with 1.9M reactions from USPTO patents (1976-2016). Predict the product of the given reaction. Given the reactants Br[C:2]1[N:3]=[C:4]2[CH2:10][C:9]3[CH:11]=[CH:12][C:13]([O:15][CH3:16])=[CH:14][C:8]=3[C:7]([C:17]3[CH:22]=[CH:21][CH:20]=[CH:19][CH:18]=3)=[N:6][N:5]2[C:23]=1[C:24]1[CH:25]=[N:26][CH:27]=[CH:28][CH:29]=1.[CH2:30]([O:32]C([Sn](CCCC)(CCCC)CCCC)=C)[CH3:31].Cl.N, predict the reaction product. The product is: [C:30]([C:2]1[N:3]=[C:4]2[CH2:10][C:9]3[CH:11]=[CH:12][C:13]([O:15][CH3:16])=[CH:14][C:8]=3[C:7]([C:17]3[CH:22]=[CH:21][CH:20]=[CH:19][CH:18]=3)=[N:6][N:5]2[C:23]=1[C:24]1[CH:25]=[N:26][CH:27]=[CH:28][CH:29]=1)(=[O:32])[CH3:31].